This data is from Reaction yield outcomes from USPTO patents with 853,638 reactions. The task is: Predict the reaction yield, written as a fraction of the theoretical maximum amount of product (1.0 means a 100% yield; for example, 0.34 means a 34% yield). The reactants are [F:1][C:2]1[CH:8]=[CH:7][CH:6]=[C:5]([N+:9]([O-:11])=[O:10])[C:3]=1[NH2:4].CCN(C(C)C)C(C)C.[C:21](Cl)(=[O:23])[CH3:22]. The catalyst is C(Cl)Cl. The product is [F:1][C:2]1[CH:8]=[CH:7][CH:6]=[C:5]([N+:9]([O-:11])=[O:10])[C:3]=1[NH:4][C:21](=[O:23])[CH3:22]. The yield is 0.900.